From a dataset of Reaction yield outcomes from USPTO patents with 853,638 reactions. Predict the reaction yield, written as a fraction of the theoretical maximum amount of product (1.0 means a 100% yield; for example, 0.34 means a 34% yield). (1) The reactants are [NH:1]1[C:9]2[C:4](=[CH:5][CH:6]=[N:7][CH:8]=2)[CH:3]=[CH:2]1.[CH3:10][C:11]([O:14][C:15](O[C:15]([O:14][C:11]([CH3:13])([CH3:12])[CH3:10])=[O:16])=[O:16])([CH3:13])[CH3:12]. The catalyst is CCN(CC)CC. The product is [N:1]1([C:15]([O:14][C:11]([CH3:13])([CH3:12])[CH3:10])=[O:16])[C:9]2=[CH:8][N:7]=[CH:6][CH:5]=[C:4]2[CH:3]=[CH:2]1. The yield is 1.00. (2) The reactants are [NH2:1][C:2]1[CH:3]=[C:4]([N:8]([CH2:16][C:17]2[CH:22]=[CH:21][CH:20]=[C:19]([O:23][C:24]([F:29])([F:28])[CH:25]([F:27])[F:26])[CH:18]=2)[CH2:9][CH:10]([OH:15])[C:11]([F:14])([F:13])[F:12])[CH:5]=[CH:6][CH:7]=1.C(N(CC)CC)C.[F:37][C:38]1[CH:43]=[CH:42][C:41]([S:44](Cl)(=[O:46])=[O:45])=[CH:40][CH:39]=1. The yield is 0.290. The product is [F:37][C:38]1[CH:43]=[CH:42][C:41]([S:44]([NH:1][C:2]2[CH:7]=[CH:6][CH:5]=[C:4]([N:8]([CH2:16][C:17]3[CH:22]=[CH:21][CH:20]=[C:19]([O:23][C:24]([F:28])([F:29])[CH:25]([F:26])[F:27])[CH:18]=3)[CH2:9][CH:10]([OH:15])[C:11]([F:14])([F:13])[F:12])[CH:3]=2)(=[O:46])=[O:45])=[CH:40][CH:39]=1. The catalyst is ClCCl. (3) The reactants are Cl[C:2]1[C:7]([N+:8]([O-:10])=[O:9])=[CH:6][CH:5]=[C:4]([Cl:11])[N:3]=1.C(N(CC)CC)C.[CH3:19][C:20]([C:22]1[CH:27]=[CH:26][CH:25]=[C:24]([NH2:28])[CH:23]=1)=[O:21]. The catalyst is CO. The product is [C:20]([C:22]1[CH:23]=[C:24]([NH:28][C:2]2[C:7]([N+:8]([O-:10])=[O:9])=[CH:6][CH:5]=[C:4]([Cl:11])[N:3]=2)[CH:25]=[CH:26][CH:27]=1)(=[O:21])[CH3:19]. The yield is 0.820. (4) The reactants are [CH:1]1([C:4]2[N:5]=[C:6]3[C:12]([C:13]([OH:15])=O)=[CH:11][N:10](COCC[Si](C)(C)C)[C:7]3=[N:8][CH:9]=2)[CH2:3][CH2:2]1.FC(F)(F)C(O)=O.Cl.[NH2:32][C@@H:33]([CH:38]([CH3:40])[CH3:39])[C:34]([CH3:37])([OH:36])[CH3:35].F[P-](F)(F)(F)(F)F.N1(O[P+](N(C)C)(N(C)C)N(C)C)C2C=CC=CC=2N=N1.CCN(CC)CC. The catalyst is C(Cl)Cl.CCOC(C)=O. The product is [OH:36][C:34]([CH3:37])([CH3:35])[C@@H:33]([NH:32][C:13]([C:12]1[C:6]2[C:7](=[N:8][CH:9]=[C:4]([CH:1]3[CH2:2][CH2:3]3)[N:5]=2)[NH:10][CH:11]=1)=[O:15])[CH:38]([CH3:40])[CH3:39]. The yield is 0.370.